This data is from NCI-60 drug combinations with 297,098 pairs across 59 cell lines. The task is: Regression. Given two drug SMILES strings and cell line genomic features, predict the synergy score measuring deviation from expected non-interaction effect. (1) Drug 1: CC(C1=C(C=CC(=C1Cl)F)Cl)OC2=C(N=CC(=C2)C3=CN(N=C3)C4CCNCC4)N. Cell line: MOLT-4. Drug 2: CC=C1C(=O)NC(C(=O)OC2CC(=O)NC(C(=O)NC(CSSCCC=C2)C(=O)N1)C(C)C)C(C)C. Synergy scores: CSS=76.3, Synergy_ZIP=-0.319, Synergy_Bliss=-0.683, Synergy_Loewe=-4.36, Synergy_HSA=-1.22. (2) Drug 1: CC1=C(C=C(C=C1)NC(=O)C2=CC=C(C=C2)CN3CCN(CC3)C)NC4=NC=CC(=N4)C5=CN=CC=C5. Drug 2: CC1=C(C(=O)C2=C(C1=O)N3CC4C(C3(C2COC(=O)N)OC)N4)N. Cell line: HCT116. Synergy scores: CSS=20.1, Synergy_ZIP=3.02, Synergy_Bliss=1.90, Synergy_Loewe=-38.0, Synergy_HSA=-5.42. (3) Drug 1: C1CCN(CC1)CCOC2=CC=C(C=C2)C(=O)C3=C(SC4=C3C=CC(=C4)O)C5=CC=C(C=C5)O. Drug 2: C1=C(C(=O)NC(=O)N1)N(CCCl)CCCl. Cell line: SR. Synergy scores: CSS=63.0, Synergy_ZIP=8.53, Synergy_Bliss=7.17, Synergy_Loewe=4.25, Synergy_HSA=7.14. (4) Drug 1: CCC1=C2CN3C(=CC4=C(C3=O)COC(=O)C4(CC)O)C2=NC5=C1C=C(C=C5)O. Drug 2: C1=NC2=C(N1)C(=S)N=CN2. Cell line: HOP-92. Synergy scores: CSS=41.1, Synergy_ZIP=-10.7, Synergy_Bliss=-8.12, Synergy_Loewe=-2.37, Synergy_HSA=-1.10. (5) Drug 1: CC1=C(C(CCC1)(C)C)C=CC(=CC=CC(=CC(=O)O)C)C. Drug 2: CS(=O)(=O)CCNCC1=CC=C(O1)C2=CC3=C(C=C2)N=CN=C3NC4=CC(=C(C=C4)OCC5=CC(=CC=C5)F)Cl. Cell line: RXF 393. Synergy scores: CSS=8.69, Synergy_ZIP=-3.26, Synergy_Bliss=-2.09, Synergy_Loewe=-1.06, Synergy_HSA=-0.504. (6) Drug 1: CC1CCC2CC(C(=CC=CC=CC(CC(C(=O)C(C(C(=CC(C(=O)CC(OC(=O)C3CCCCN3C(=O)C(=O)C1(O2)O)C(C)CC4CCC(C(C4)OC)OCCO)C)C)O)OC)C)C)C)OC. Drug 2: CC1=C(N=C(N=C1N)C(CC(=O)N)NCC(C(=O)N)N)C(=O)NC(C(C2=CN=CN2)OC3C(C(C(C(O3)CO)O)O)OC4C(C(C(C(O4)CO)O)OC(=O)N)O)C(=O)NC(C)C(C(C)C(=O)NC(C(C)O)C(=O)NCCC5=NC(=CS5)C6=NC(=CS6)C(=O)NCCC[S+](C)C)O. Cell line: SK-MEL-28. Synergy scores: CSS=2.31, Synergy_ZIP=-3.53, Synergy_Bliss=1.55, Synergy_Loewe=-1.46, Synergy_HSA=1.05. (7) Drug 1: C1=CC(=CC=C1CCC2=CNC3=C2C(=O)NC(=N3)N)C(=O)NC(CCC(=O)O)C(=O)O. Drug 2: C(CCl)NC(=O)N(CCCl)N=O. Cell line: TK-10. Synergy scores: CSS=38.8, Synergy_ZIP=3.65, Synergy_Bliss=1.29, Synergy_Loewe=-28.6, Synergy_HSA=-0.426.